Dataset: Forward reaction prediction with 1.9M reactions from USPTO patents (1976-2016). Task: Predict the product of the given reaction. (1) Given the reactants [CH2:1]([S:4](Cl)(=[O:6])=[O:5])[CH2:2][CH3:3].[CH3:8][NH:9][C:10]1[CH:29]=[CH:28][C:13]2[N:14]([CH2:21][CH:22]3[CH2:27][CH2:26][O:25][CH2:24][CH2:23]3)[C:15]([C:17]([F:20])([F:19])[F:18])=[N:16][C:12]=2[CH:11]=1.CCN(C(C)C)C(C)C, predict the reaction product. The product is: [CH3:8][N:9]([C:10]1[CH:29]=[CH:28][C:13]2[N:14]([CH2:21][CH:22]3[CH2:27][CH2:26][O:25][CH2:24][CH2:23]3)[C:15]([C:17]([F:18])([F:19])[F:20])=[N:16][C:12]=2[CH:11]=1)[S:4]([CH2:1][CH2:2][CH3:3])(=[O:6])=[O:5]. (2) The product is: [I:20][C:17]1[CH:18]=[C:13]([O:12][CH:10]([C:3]2[C:4]([Cl:9])=[CH:5][CH:6]=[C:7]([F:8])[C:2]=2[Cl:1])[CH3:11])[C:14]([NH2:19])=[N:15][CH:16]=1. Given the reactants [Cl:1][C:2]1[C:7]([F:8])=[CH:6][CH:5]=[C:4]([Cl:9])[C:3]=1[CH:10]([O:12][C:13]1[C:14]([NH2:19])=[N:15][CH:16]=[CH:17][CH:18]=1)[CH3:11].[I:20]N1C(=O)CCC1=O, predict the reaction product.